This data is from Reaction yield outcomes from USPTO patents with 853,638 reactions. The task is: Predict the reaction yield, written as a fraction of the theoretical maximum amount of product (1.0 means a 100% yield; for example, 0.34 means a 34% yield). The reactants are [CH2:1]([N:3]1[C:7]2=[N:8][C:9]([CH2:33][CH3:34])=[C:10]([CH2:19][NH:20][C:21]([C:23]3[CH:24]=[C:25]([CH:29]=[C:30]([CH3:32])[CH:31]=3)[C:26](O)=[O:27])=[O:22])[C:11]([NH:12][CH:13]3[CH2:18][CH2:17][O:16][CH2:15][CH2:14]3)=[C:6]2[CH:5]=[N:4]1)[CH3:2].CN(C(ON1N=NC2C=CC=CC1=2)=[N+](C)C)C.F[P-](F)(F)(F)(F)F.[Br:59][C:60]1[CH:61]=[C:62]([CH2:67][NH2:68])[CH:63]=[CH:64][C:65]=1[CH3:66]. The catalyst is ClCCl. The product is [Br:59][C:60]1[CH:61]=[C:62]([CH2:67][NH:68][C:26]([C:25]2[CH:29]=[C:30]([CH3:32])[CH:31]=[C:23]([C:21]([NH:20][CH2:19][C:10]3[C:11]([NH:12][CH:13]4[CH2:14][CH2:15][O:16][CH2:17][CH2:18]4)=[C:6]4[CH:5]=[N:4][N:3]([CH2:1][CH3:2])[C:7]4=[N:8][C:9]=3[CH2:33][CH3:34])=[O:22])[CH:24]=2)=[O:27])[CH:63]=[CH:64][C:65]=1[CH3:66]. The yield is 0.820.